Dataset: Full USPTO retrosynthesis dataset with 1.9M reactions from patents (1976-2016). Task: Predict the reactants needed to synthesize the given product. Given the product [ClH:32].[F:1][C:2]1[CH:3]=[C:4]([C:8]2[C:18]3[O:17][CH2:16][CH2:15][NH:14][CH2:13][C:12]=3[CH:11]=[CH:10][CH:9]=2)[CH:5]=[CH:6][CH:7]=1, predict the reactants needed to synthesize it. The reactants are: [F:1][C:2]1[CH:3]=[C:4]([C:8]2[C:18]3[O:17][CH2:16][CH2:15][N:14](C(OC(C)(C)C)=O)[CH2:13][C:12]=3[CH:11]=[CH:10][CH:9]=2)[CH:5]=[CH:6][CH:7]=1.C(OCC)(=O)C.[ClH:32].